Dataset: Full USPTO retrosynthesis dataset with 1.9M reactions from patents (1976-2016). Task: Predict the reactants needed to synthesize the given product. (1) The reactants are: Cl[C:2]1[N:10]=[CH:9][N:8]=[C:7]2[C:3]=1[N:4]=[C:5]([C:18]1[CH:23]=[CH:22][CH:21]=[CH:20][C:19]=1[Cl:24])[N:6]2[C:11]1[CH:16]=[CH:15][C:14]([Cl:17])=[CH:13][CH:12]=1.[NH2:25][CH2:26][CH:27]1[CH2:32][CH2:31][CH:30]([CH2:33][NH2:34])[CH2:29][CH2:28]1. Given the product [NH2:25][CH2:26][CH:27]1[CH2:32][CH2:31][CH:30]([CH2:33][NH:34][C:2]2[N:10]=[CH:9][N:8]=[C:7]3[C:3]=2[N:4]=[C:5]([C:18]2[CH:23]=[CH:22][CH:21]=[CH:20][C:19]=2[Cl:24])[N:6]3[C:11]2[CH:12]=[CH:13][C:14]([Cl:17])=[CH:15][CH:16]=2)[CH2:29][CH2:28]1, predict the reactants needed to synthesize it. (2) Given the product [CH3:1][O:2][N:3]=[C:4]([C:12]1[CH:13]=[CH:14][C:15]([Cl:18])=[CH:16][CH:17]=1)[CH:5]([Br:19])[CH2:6][CH:7]1[CH2:8][CH2:9][CH2:10][CH2:11]1, predict the reactants needed to synthesize it. The reactants are: [CH3:1][O:2][N:3]=[C:4]([C:12]1[CH:17]=[CH:16][C:15]([Cl:18])=[CH:14][CH:13]=1)[CH2:5][CH2:6][CH:7]1[CH2:11][CH2:10][CH2:9][CH2:8]1.[Br:19]N1C(=O)CCC1=O.C(OOC(=O)C1C=CC=CC=1)(=O)C1C=CC=CC=1. (3) Given the product [C:15]([Si:19]([O:8][C:5]1[CH:6]=[CH:7][C:2]([Cl:1])=[CH:3][C:4]=1[I:9])([CH3:21])[CH3:20])([CH3:18])([CH3:17])[CH3:16], predict the reactants needed to synthesize it. The reactants are: [Cl:1][C:2]1[CH:7]=[CH:6][C:5]([OH:8])=[C:4]([I:9])[CH:3]=1.N1C=CN=C1.[C:15]([Si:19](Cl)([CH3:21])[CH3:20])([CH3:18])([CH3:17])[CH3:16]. (4) Given the product [CH3:22][O:23][C:24](=[O:29])[CH2:25][C:26]([NH:21][C:18]1[N:19]=[N:20][C:15]([O:14][CH2:13][C:3]2[C:4]([C:7]3[CH:8]=[CH:9][CH:10]=[CH:11][CH:12]=3)=[N:5][O:6][C:2]=2[CH3:1])=[CH:16][CH:17]=1)=[O:27], predict the reactants needed to synthesize it. The reactants are: [CH3:1][C:2]1[O:6][N:5]=[C:4]([C:7]2[CH:12]=[CH:11][CH:10]=[CH:9][CH:8]=2)[C:3]=1[CH2:13][O:14][C:15]1[N:20]=[N:19][C:18]([NH2:21])=[CH:17][CH:16]=1.[CH3:22][O:23][C:24](=[O:29])[CH2:25][C:26](Cl)=[O:27]. (5) Given the product [Cl:44][C:45]1[CH:46]=[CH:47][C:48]([NH:51][CH2:52][CH2:53][CH2:54][NH:55][C:5](=[O:7])[C:4]2[CH:8]=[C:9]([F:11])[CH:10]=[C:2]([F:1])[CH:3]=2)=[CH:49][CH:50]=1, predict the reactants needed to synthesize it. The reactants are: [F:1][C:2]1[CH:3]=[C:4]([CH:8]=[C:9]([F:11])[CH:10]=1)[C:5]([OH:7])=O.O.ON1C2C=CC=CC=2N=N1.Cl.CN(C)CCCN=C=NCC.C(N(CC)C(C)C)(C)C.[Cl:44][C:45]1[CH:50]=[CH:49][C:48]([NH:51][CH2:52][CH2:53][CH2:54][NH2:55])=[CH:47][CH:46]=1.